Dataset: Catalyst prediction with 721,799 reactions and 888 catalyst types from USPTO. Task: Predict which catalyst facilitates the given reaction. (1) Reactant: C(OC([N:8]1[C@H:13]([C:14](=[O:28])[NH:15][C:16]2[CH:21]=[CH:20][CH:19]=[C:18]([O:22][C:23]([F:26])([F:25])[F:24])[C:17]=2[F:27])[CH2:12][C@@H:11]2[C@H:9]1[CH2:10]2)=O)(C)(C)C.[C:29]([OH:35])([C:31]([F:34])([F:33])[F:32])=[O:30]. Product: [F:32][C:31]([F:34])([F:33])[C:29]([OH:35])=[O:30].[F:27][C:17]1[C:18]([O:22][C:23]([F:26])([F:24])[F:25])=[CH:19][CH:20]=[CH:21][C:16]=1[NH:15][C:14]([C@@H:13]1[CH2:12][C@@H:11]2[C@@H:9]([CH2:10]2)[NH:8]1)=[O:28]. The catalyst class is: 2. (2) Reactant: CS(C1C=CC(CCC)=C(C=1)N)(=O)=O.[CH3:15][C:16]1[CH:21]=[CH:20][C:19]([S:22]([C:25]2[CH:30]=[CH:29][CH:28]=[CH:27][CH:26]=2)(=[O:24])=[O:23])=[CH:18][C:17]=1[N+:31]([O-])=O.CS(C1C=CC(Br)=CC=1)(=O)=O. Product: [CH3:15][C:16]1[CH:21]=[CH:20][C:19]([S:22]([C:25]2[CH:26]=[CH:27][CH:28]=[CH:29][CH:30]=2)(=[O:24])=[O:23])=[CH:18][C:17]=1[NH2:31]. The catalyst class is: 191.